Dataset: Forward reaction prediction with 1.9M reactions from USPTO patents (1976-2016). Task: Predict the product of the given reaction. Given the reactants [CH3:1][C:2]1[CH:7]=[C:6]([CH3:8])[N:5]=[C:4]([N:9]2[CH2:15][CH:14]3[CH:11]([CH2:12][NH:13]3)[CH2:10]2)[N:3]=1.[C:16]1([C:32]2[CH:37]=[CH:36][CH:35]=[CH:34][CH:33]=2)[CH:21]=[CH:20][CH:19]=[CH:18][C:17]=1[C:22](N1C2C(CCNC2)C1)=[O:23].ClC1N=C(C)C=C(C)N=1.ClC1C=NC2C(=CC=CC=2)N=1, predict the reaction product. The product is: [C:16]1([C:32]2[CH:37]=[CH:36][CH:35]=[CH:34][CH:33]=2)[CH:21]=[CH:20][CH:19]=[CH:18][C:17]=1[C:22]([N:13]1[CH2:12][CH:11]2[CH:14]1[CH2:15][N:9]([C:4]1[N:5]=[C:6]([CH3:8])[CH:7]=[C:2]([CH3:1])[N:3]=1)[CH2:10]2)=[O:23].